From a dataset of Reaction yield outcomes from USPTO patents with 853,638 reactions. Predict the reaction yield, written as a fraction of the theoretical maximum amount of product (1.0 means a 100% yield; for example, 0.34 means a 34% yield). The reactants are [CH3:1][N:2]([CH3:32])[C:3]([C:5]1[N:26]([CH:27]2[CH2:31][CH2:30][CH2:29][CH2:28]2)[C:8]2[N:9]=[C:10]([NH:13][C:14]3[CH:19]=[CH:18][C:17]([N:20]4[CH2:25][CH2:24][NH:23][CH2:22][CH2:21]4)=[CH:16][N:15]=3)[N:11]=[CH:12][C:7]=2[CH:6]=1)=[O:4].Br[CH2:34][CH2:35][CH2:36][CH:37]([CH3:39])[CH3:38]. No catalyst specified. The product is [CH3:1][N:2]([CH3:32])[C:3]([C:5]1[N:26]([CH:27]2[CH2:31][CH2:30][CH2:29][CH2:28]2)[C:8]2[N:9]=[C:10]([NH:13][C:14]3[CH:19]=[CH:18][C:17]([N:20]4[CH2:21][CH2:22][N:23]([CH2:34][CH2:35][CH2:36][CH:37]([CH3:39])[CH3:38])[CH2:24][CH2:25]4)=[CH:16][N:15]=3)[N:11]=[CH:12][C:7]=2[CH:6]=1)=[O:4]. The yield is 0.420.